From a dataset of hERG potassium channel inhibition data for cardiac toxicity prediction from Karim et al.. Regression/Classification. Given a drug SMILES string, predict its toxicity properties. Task type varies by dataset: regression for continuous values (e.g., LD50, hERG inhibition percentage) or binary classification for toxic/non-toxic outcomes (e.g., AMES mutagenicity, cardiotoxicity, hepatotoxicity). Dataset: herg_karim. (1) The result is 0 (non-blocker). The drug is CCNC(=O)Nc1ccc(-c2nc3c(c(N4CCOC[C@@H]4C)n2)CCN(C2COC2)C3)cc1. (2) The molecule is Cc1ncoc1-c1nnc(SCCCN2CC3CCN(c4ccccc4OC(F)(F)F)C3C2)n1C. The result is 1 (blocker).